Task: Predict the reaction yield, written as a fraction of the theoretical maximum amount of product (1.0 means a 100% yield; for example, 0.34 means a 34% yield).. Dataset: Reaction yield outcomes from USPTO patents with 853,638 reactions (1) The reactants are [NH2:1][C:2]1[N:3]=[CH:4][C:5]([N:8]2[CH2:13][CH2:12][N:11]([C:14]([O:16][C:17]([CH3:20])([CH3:19])[CH3:18])=[O:15])[CH2:10][CH2:9]2)=[N:6][CH:7]=1.Br[C:22]1[C:23](=[O:30])[N:24]([CH3:29])[CH:25]=[C:26]([Br:28])[CH:27]=1.C1C=CC(P(C2C=CC3C(=CC=CC=3)C=2C2C3C(=CC=CC=3)C=CC=2P(C2C=CC=CC=2)C2C=CC=CC=2)C2C=CC=CC=2)=CC=1.C([O-])([O-])=O.[Cs+].[Cs+]. The catalyst is O1CCOCC1.C([O-])(=O)C.C([O-])(=O)C.[Pd+2]. The product is [Br:28][C:26]1[CH:27]=[C:22]([NH:1][C:2]2[N:3]=[CH:4][C:5]([N:8]3[CH2:9][CH2:10][N:11]([C:14]([O:16][C:17]([CH3:20])([CH3:19])[CH3:18])=[O:15])[CH2:12][CH2:13]3)=[N:6][CH:7]=2)[C:23](=[O:30])[N:24]([CH3:29])[CH:25]=1. The yield is 0.540. (2) The reactants are [CH3:1][NH:2][CH2:3][CH2:4][CH2:5][CH2:6][CH2:7][CH2:8][CH2:9][CH2:10][CH2:11][CH2:12][CH2:13][CH2:14][CH2:15][CH3:16].[CH2:17]1[CH2:23][S:20](=[O:22])(=[O:21])[O:19][CH2:18]1. The catalyst is C(OCC)(=O)C. The product is [CH3:1][NH+:2]([CH2:3][CH2:4][CH2:5][CH2:6][CH2:7][CH2:8][CH2:9][CH2:10][CH2:11][CH2:12][CH2:13][CH2:14][CH2:15][CH3:16])[CH2:18][CH2:17][CH2:23][S:20]([O-:22])(=[O:21])=[O:19]. The yield is 0.520. (3) The reactants are CI.[Br:3][C:4]1[CH:12]=[CH:11][C:7]([C:8]([OH:10])=[O:9])=[C:6]([F:13])[CH:5]=1.[C:14](=O)([O-])[O-].[Na+].[Na+].C(OCC)(=O)C. The catalyst is CN(C)C=O. The product is [Br:3][C:4]1[CH:12]=[CH:11][C:7]([C:8]([O:10][CH3:14])=[O:9])=[C:6]([F:13])[CH:5]=1. The yield is 0.970. (4) The reactants are [CH:1]([N:14]1[C:22]2[C:17](=[CH:18][C:19]([Cl:23])=[CH:20][CH:21]=2)[CH:16]=[C:15]1[CH2:24][CH2:25][NH:26][S:27]([CH2:30][C:31]1[CH:36]=[CH:35][C:34]([Cl:37])=[C:33]([Cl:38])[CH:32]=1)(=[O:29])=[O:28])([C:8]1[CH:13]=[CH:12][CH:11]=[CH:10][CH:9]=1)[C:2]1[CH:7]=[CH:6][CH:5]=[CH:4][CH:3]=1.C([SiH](CC)CC)C.[CH2:46]([O:48][C:49](=[O:60])[C:50]1[CH:55]=[CH:54][C:53]([CH2:56][CH2:57][CH:58]=O)=[CH:52][CH:51]=1)[CH3:47].FC(F)(F)C(O)=O.C([O-])(O)=O.[Na+]. The catalyst is ClCCl. The product is [CH:1]([N:14]1[C:22]2[C:17](=[CH:18][C:19]([Cl:23])=[CH:20][CH:21]=2)[C:16]([CH2:58][CH2:57][CH2:56][C:53]2[CH:54]=[CH:55][C:50]([C:49]([O:48][CH2:46][CH3:47])=[O:60])=[CH:51][CH:52]=2)=[C:15]1[CH2:24][CH2:25][NH:26][S:27]([CH2:30][C:31]1[CH:36]=[CH:35][C:34]([Cl:37])=[C:33]([Cl:38])[CH:32]=1)(=[O:28])=[O:29])([C:2]1[CH:7]=[CH:6][CH:5]=[CH:4][CH:3]=1)[C:8]1[CH:9]=[CH:10][CH:11]=[CH:12][CH:13]=1. The yield is 0.560. (5) The reactants are [F:1][C:2]1[C:3]([O:12][CH3:13])=[N:4][CH:5]=[C:6]([CH:11]=1)[C:7]([O:9]C)=[O:8].[OH-].[K+]. The catalyst is CO. The product is [F:1][C:2]1[C:3]([O:12][CH3:13])=[N:4][CH:5]=[C:6]([CH:11]=1)[C:7]([OH:9])=[O:8]. The yield is 0.980. (6) The product is [F:31][C:29]([F:32])([F:30])[C:27]1[CH:26]=[C:5]([CH:4]=[C:3]([C:2]([F:33])([F:1])[F:34])[CH:28]=1)[CH2:6][N:7]([CH3:25])[C:8](=[O:24])[C:9]1[C:14]([C:15]2[CH:20]=[CH:19][CH:18]=[CH:17][C:16]=2[CH3:21])=[CH:13][C:12]([CH2:22][O:23][C:36]2[CH:41]=[CH:40][CH:39]=[C:38]([C:42]([F:45])([F:44])[F:43])[CH:37]=2)=[N:11][CH:10]=1. The yield is 0.600. The reactants are [F:1][C:2]([F:34])([F:33])[C:3]1[CH:4]=[C:5]([CH:26]=[C:27]([C:29]([F:32])([F:31])[F:30])[CH:28]=1)[CH2:6][N:7]([CH3:25])[C:8](=[O:24])[C:9]1[C:14]([C:15]2[CH:20]=[CH:19][CH:18]=[CH:17][C:16]=2[CH3:21])=[CH:13][C:12]([CH2:22][OH:23])=[N:11][CH:10]=1.O[C:36]1[CH:37]=[C:38]([C:42]([F:45])([F:44])[F:43])[CH:39]=[CH:40][CH:41]=1.C1(P(C2C=CC=CC=2)C2C=CC=CC=2)C=CC=CC=1.N(C(OCC)=O)=NC(OCC)=O. The catalyst is O1CCCC1.C(OCC)(=O)C. (7) The reactants are [NH2:1][C:2]1[CH:29]=[CH:28][C:5]([O:6][C:7]2[CH:12]=[CH:11][N:10]=[C:9]([NH:13][C:14]([N:16]3[CH2:21][CH2:20][N:19]([CH2:22][CH2:23][N:24]4[CH2:27][CH2:26][CH2:25]4)[CH2:18][CH2:17]3)=[O:15])[CH:8]=2)=[CH:4][CH:3]=1.[F:30][C:31]1[CH:36]=[CH:35][C:34]([CH2:37][C:38]([N:40]=[C:41]=[O:42])=[O:39])=[CH:33][CH:32]=1. The catalyst is CN(C)C=O.C(OCC)(=O)C.C(OCC)C.CCCCCC. The product is [F:30][C:31]1[CH:32]=[CH:33][C:34]([CH2:37][C:38]([NH:40][C:41](=[O:42])[NH:1][C:2]2[CH:3]=[CH:4][C:5]([O:6][C:7]3[CH:12]=[CH:11][N:10]=[C:9]([NH:13][C:14]([N:16]4[CH2:21][CH2:20][N:19]([CH2:22][CH2:23][N:24]5[CH2:27][CH2:26][CH2:25]5)[CH2:18][CH2:17]4)=[O:15])[CH:8]=3)=[CH:28][CH:29]=2)=[O:39])=[CH:35][CH:36]=1. The yield is 0.196. (8) The reactants are [CH3:1][NH:2][S:3]([C:6]1[CH:11]=[CH:10][C:9]([C:12]2[N:17]=[C:16]([NH:18]C(=O)OC(C)(C)C)[CH:15]=[CH:14][CH:13]=2)=[CH:8][CH:7]=1)(=[O:5])=[O:4].[ClH:26].CO. The catalyst is CO. The product is [ClH:26].[NH2:18][C:16]1[N:17]=[C:12]([C:9]2[CH:10]=[CH:11][C:6]([S:3]([NH:2][CH3:1])(=[O:4])=[O:5])=[CH:7][CH:8]=2)[CH:13]=[CH:14][CH:15]=1. The yield is 0.710.